From a dataset of Reaction yield outcomes from USPTO patents with 853,638 reactions. Predict the reaction yield, written as a fraction of the theoretical maximum amount of product (1.0 means a 100% yield; for example, 0.34 means a 34% yield). (1) The reactants are [C:1]([O:5][C:6]([N:8]1[CH2:13][CH2:12][N:11]([C:14]([O:16][C:17]([CH3:20])([CH3:19])[CH3:18])=[O:15])[CH2:10][CH:9]1C(O)=O)=[O:7])([CH3:4])([CH3:3])[CH3:2].CC[N:26]([CH2:29]C)CC.ClC(OCC)=[O:33].[NH4+].[OH-]. The catalyst is C1COCC1.O. The product is [C:29]([CH:9]1[CH2:10][N:11]([C:14]([O:16][C:17]([CH3:20])([CH3:19])[CH3:18])=[O:15])[CH2:12][CH2:13][N:8]1[C:6]([O:5][C:1]([CH3:2])([CH3:3])[CH3:4])=[O:7])(=[O:33])[NH2:26]. The yield is 0.917. (2) The reactants are C([Sn](CCCC)(CCCC)[C:6]1[S:10][CH:9]=[N:8][CH:7]=1)CCC.[F:19][C:20]1[CH:27]=[CH:26][C:25](I)=[CH:24][C:21]=1[C:22]#[N:23].N#N. The catalyst is C1COCC1. The product is [F:19][C:20]1[CH:27]=[CH:26][C:25]([C:6]2[S:10][CH:9]=[N:8][CH:7]=2)=[CH:24][C:21]=1[C:22]#[N:23]. The yield is 0.820. (3) The reactants are [F:1][C:2]1[C:10]([CH3:11])=[CH:9][C:5]([C:6]([OH:8])=O)=[C:4]([O:12][CH3:13])[CH:3]=1.C(Cl)(=O)C(Cl)=O.C(N(C(C)C)CC)(C)C.Cl.[Br:30][C:31]1[CH:38]=[CH:37][C:34]([CH2:35][NH2:36])=[C:33]([F:39])[CH:32]=1. The catalyst is ClCCl.CN(C=O)C. The product is [Br:30][C:31]1[CH:38]=[CH:37][C:34]([CH2:35][NH:36][C:6](=[O:8])[C:5]2[CH:9]=[C:10]([CH3:11])[C:2]([F:1])=[CH:3][C:4]=2[O:12][CH3:13])=[C:33]([F:39])[CH:32]=1. The yield is 0.970. (4) The reactants are Br[C:2]1[CH:7]=[CH:6][C:5]([N+:8]([O-:10])=[O:9])=[C:4]([Cl:11])[CH:3]=1.C[O:13][C:14](=[O:17])[CH:15]=[CH2:16].C(=O)([O-])[O-].[K+].[K+].C(N(CCCC)CCCC)CCC.[OH-].[Na+].Cl. The catalyst is CN(C=O)C.C1(P([Pd-2](Cl)(Cl)P(C2C=CC=CC=2)(C2C=CC=CC=2)C2C=CC=CC=2)(C2C=CC=CC=2)C2C=CC=CC=2)C=CC=CC=1.O. The yield is 0.400. The product is [Cl:11][C:4]1[CH:3]=[C:2]([CH:7]=[CH:6][C:5]=1[N+:8]([O-:10])=[O:9])/[CH:16]=[CH:15]/[C:14]([OH:17])=[O:13]. (5) The reactants are [CH3:1][P:2](=[O:19])([CH3:18])[C:3]1[CH:8]=[CH:7][C:6]([N+:9]([O-])=O)=[C:5]([S:12]([CH:15]([CH3:17])[CH3:16])(=[O:14])=[O:13])[CH:4]=1. The catalyst is C(O)C.[Pd]. The product is [CH3:18][P:2]([C:3]1[CH:8]=[CH:7][C:6]([NH2:9])=[C:5]([S:12]([CH:15]([CH3:17])[CH3:16])(=[O:14])=[O:13])[CH:4]=1)([CH3:1])=[O:19]. The yield is 0.500. (6) The reactants are [F:1][C:2]1[CH:28]=[C:27]([F:29])[CH:26]=[CH:25][C:3]=1[O:4][C:5]1[CH:10]=[CH:9][C:8]([N+:11]([O-])=O)=[CH:7][C:6]=1[C:14]1[NH:15][C:16]([CH3:24])=[C:17]2[C:22]=1[CH:21]=[N:20][NH:19][C:18]2=[O:23].[H][H]. The catalyst is [Pd].C(OCC)(=O)C. The product is [NH2:11][C:8]1[CH:9]=[CH:10][C:5]([O:4][C:3]2[CH:25]=[CH:26][C:27]([F:29])=[CH:28][C:2]=2[F:1])=[C:6]([C:14]2[NH:15][C:16]([CH3:24])=[C:17]3[C:22]=2[CH:21]=[N:20][NH:19][C:18]3=[O:23])[CH:7]=1. The yield is 0.730.